Dataset: Experimentally validated miRNA-target interactions with 360,000+ pairs, plus equal number of negative samples. Task: Binary Classification. Given a miRNA mature sequence and a target amino acid sequence, predict their likelihood of interaction. (1) The miRNA is hsa-miR-1295b-5p with sequence CACCCAGAUCUGCGGCCUAAU. The protein sequence of the target gene is MHQSLTQQRSSDMSLPDSMGAFNRRKRNSIYVTVTLLIVSVLILTVGLAATTRTQNVTVGGYYPGVILGFGSFLGIIGSNLIENKRQMLVASIVFISFGVIAAFCCAIVDGVFAARHIDLKPLYANRCHYVPKTSQKEAEEVISSSTKNSPSTRVMRNLTQAAREVNCPHLSREFCTPRIRGNTCFCCDLYNCGNRVEITGGYYEYIDVSSCQDIIHLYHLLWSATILNIVGLFLGIITAAVLGGFKDMNPTLPALNCSVENTHPTVSYYAHPQVASYNTYYHSPPHLPPYSAYDFQHSG.... Result: 0 (no interaction). (2) The miRNA is hsa-miR-6715a-3p with sequence CCAAACCAGUCGUGCCUGUGG. The protein sequence of the target gene is MTRALCSALRQALLLLAAAAELSPGLKCVCLLCDSSNFTCQTEGACWASVMLTNGKEQVIKSCVSLPELNAQVFCHSSNNVTKTECCFTDFCNNITLHLPTASPNAPKLGPMELAIIITVPVCLLSIAAMLTVWACQGRQCSYRKKKRPNVEEPLSECNLVNAGKTLKDLIYDVTASGSGSGLPLLVQRTIARTIVLQEIVGKGRFGEVWHGRWCGEDVAVKIFSSRDERSWFREAEIYQTVMLRHENILGFIAADNKDNGTWTQLWLVSEYHEQGSLYDYLNRNIVTVAGMIKLALSIA.... Result: 0 (no interaction). (3) The miRNA is hsa-miR-3144-5p with sequence AGGGGACCAAAGAGAUAUAUAG. The protein sequence of the target gene is MASAAVESFVTKQLDLLELERDAEVEERRSWQENISLKELQSRGVCLLKLQVSSQRTGLYGRLLVTFEPRRYGSAAALPSNSFTSGDIVGLYDAANEGSQLATGILTRVTQKSVTVAFDESHDFQLSLDRENSYRLLKLANDVTYRRLKKALIALKKYHSGPASSLIEVLFGRSAPSPASEIHPLTFFNTCLDTSQKEAVLFALSQKELAIIHGPPGTGKTTTVVEIILQAVKQGLKVLCCAPSNIAVDNLVERLALCKQRILRLGHPARLLESIQQHSLDAVLARSDSAQIVADIRKDI.... Result: 0 (no interaction). (4) The miRNA is hsa-miR-612 with sequence GCUGGGCAGGGCUUCUGAGCUCCUU. The protein sequence of the target gene is MAPRAAGGAPLSARAAAASPPPFQTPPRCPVPLLLLLLLGAARAGALEIQRRFPSPTPTNNFALDGAAGTVYLAAVNRLYQLSGANLSLEAEAAVGPVPDSPLCHAPQLPQASCEHPRRLTDNYNKILQLDPGQGLVVVCGSIYQGFCQLRRRGNISAVAVRFPPAAPPAEPVTVFPSMLNVAANHPNASTVGLVLPPAAGAGGSRLLVGATYTGYGSSFFPRNRSLEDHRFENTPEIAIRSLDTRGDLAKLFTFDLNPSDDNILKIKQGAKEQHKLGFVSAFLHPSDPPPGAQSYAYLA.... Result: 1 (interaction). (5) The miRNA is hsa-miR-4447 with sequence GGUGGGGGCUGUUGUUU. The protein sequence of the target gene is MPKVKALQCALALEISSVTCPGVVLKDKEDIYLSICVFGQYKKTQCVPATFPLVFNARMVFEKVFPDAVDPGDVVTQLEYDTAVFELIQLVPPVGETLSTYDENTRDFMFPGPNQMSGHHDSNRQVTMRRISGLRGNAPRLEFSTTSVITECLISSRKCHTQDKFIYHLAPVEKSHGRLQNRTSRSQKKKSKSPERSKYCINAKNYEQPTISSKSHSPSPYTKRRMCELSEDTRRRLAHLNLGPYEFKKETDKPPFVIRHVDPPSPRADTLLGSSGRDCERDGWSRVHNDHSHLGCCRPK.... Result: 1 (interaction). (6) The miRNA is hsa-miR-95-3p with sequence UUCAACGGGUAUUUAUUGAGCA. The protein sequence of the target gene is MANTTGEPEEVSGALSLPSASAYVKLVLLGLIMCVSLAGNAILSLLVLKERALHKAPYYFLLDLCLADGIRSAICFPFVLASVRHGSSWTFSALSCKIVAFMAVLFCFHAAFMLFCISVTRYMAIAHHRFYAKRMTLWTCAAVICMAWTLSVAMAFPPVFDVGTYKFIREEDQCIFEHRYFKANDTLGFMLMLAVLMAATHAVYGKLLLFEYRHRKMKPVQMVPAISQNWTFHGPGATGQAAANWIAGFGRGPMPPTLLGIRQNGHAASRRLLGMDEVKGEKQLGRMFYAITLLFLLLWS.... Result: 0 (no interaction).